Dataset: Forward reaction prediction with 1.9M reactions from USPTO patents (1976-2016). Task: Predict the product of the given reaction. (1) Given the reactants [Li+].CC([N-]C(C)C)C.C(NC(C)C)(C)C.[Li]CCCC.[CH2:21]([SnH:25]([CH2:30][CH2:31][CH2:32][CH3:33])[CH2:26][CH2:27][CH2:28][CH3:29])[CH2:22][CH2:23][CH3:24].Cl[C:35]1[N:40]=[CH:39][CH:38]=[CH:37][N:36]=1.[NH4+].[Cl-], predict the reaction product. The product is: [CH2:30]([Sn:25]([CH2:21][CH2:22][CH2:23][CH3:24])([CH2:26][CH2:27][CH2:28][CH3:29])[C:35]1[N:40]=[CH:39][CH:38]=[CH:37][N:36]=1)[CH2:31][CH2:32][CH3:33]. (2) Given the reactants [CH3:1][O:2][C:3]1[N:8]=[N:7][C:6]([N:9]2[C:13]([C:14]3[CH:19]=[CH:18][CH:17]=[CH:16][N:15]=3)=[CH:12][C:11]([C:20]([OH:22])=O)=[N:10]2)=[CH:5][CH:4]=1.[CH:23]1([NH2:28])[CH2:27][CH2:26][CH2:25][CH2:24]1, predict the reaction product. The product is: [CH:23]1([NH:28][C:20]([C:11]2[CH:12]=[C:13]([C:14]3[CH:19]=[CH:18][CH:17]=[CH:16][N:15]=3)[N:9]([C:6]3[N:7]=[N:8][C:3]([O:2][CH3:1])=[CH:4][CH:5]=3)[N:10]=2)=[O:22])[CH2:27][CH2:26][CH2:25][CH2:24]1. (3) The product is: [Cl:13][C:4]1[CH:3]=[C:2]([NH:17][CH:14]([CH3:16])[CH3:15])[C:7]([C:8]([O:10][CH2:11][CH3:12])=[O:9])=[CH:6][N:5]=1. Given the reactants Cl[C:2]1[C:7]([C:8]([O:10][CH2:11][CH3:12])=[O:9])=[CH:6][N:5]=[C:4]([Cl:13])[CH:3]=1.[CH:14]([NH2:17])([CH3:16])[CH3:15].CCN(C(C)C)C(C)C, predict the reaction product. (4) The product is: [N+:9]([C:4]1[CH:3]=[C:2]([C:15]2[CH:16]=[CH:17][CH:18]=[CH:19][C:14]=2[C:13]([F:24])([F:23])[F:12])[CH:7]=[CH:6][C:5]=1[NH2:8])([O-:11])=[O:10]. Given the reactants Br[C:2]1[CH:7]=[CH:6][C:5]([NH2:8])=[C:4]([N+:9]([O-:11])=[O:10])[CH:3]=1.[F:12][C:13]([F:24])([F:23])[C:14]1[CH:19]=[CH:18][CH:17]=[CH:16][C:15]=1B(O)O.[Li+].[Cl-].C([O-])([O-])=O.[Na+].[Na+], predict the reaction product. (5) Given the reactants [CH2:1]([O:3][C:4]1[CH:9]=[CH:8][C:7]([NH:10][C:11]([C:13]2[C:14]([NH:19][CH2:20][CH2:21][C:22]3C=CC=CC=3)=[N:15][CH:16]=[CH:17][CH:18]=2)=[O:12])=[CH:6][CH:5]=1)[CH3:2].C(N)CC1C=CC=CC=1.C(N)CC, predict the reaction product. The product is: [CH2:1]([O:3][C:4]1[CH:5]=[CH:6][C:7]([NH:10][C:11]([C:13]2[C:14]([NH:19][CH2:20][CH2:21][CH3:22])=[N:15][CH:16]=[CH:17][CH:18]=2)=[O:12])=[CH:8][CH:9]=1)[CH3:2]. (6) Given the reactants [NH2:1][C:2]1[C:9]([Cl:10])=[CH:8][CH:7]=[CH:6][C:3]=1[C:4]#[N:5].[N-:11]=[N+:12]=[N-:13].[Na+].Cl.C(N(CC)CC)C, predict the reaction product. The product is: [Cl:10][C:9]1[CH:8]=[CH:7][CH:6]=[C:3]([C:4]2[NH:13][N:12]=[N:11][N:5]=2)[C:2]=1[NH2:1].